Dataset: Catalyst prediction with 721,799 reactions and 888 catalyst types from USPTO. Task: Predict which catalyst facilitates the given reaction. (1) The catalyst class is: 2. Product: [CH:1]1([CH:7]([O:20][CH3:21])[C:8]2[CH:13]=[CH:12][C:11]([C:14]([F:16])([F:17])[F:15])=[CH:10][C:9]=2[CH:18]=[O:19])[CH2:6][CH2:5][CH2:4][CH2:3][CH2:2]1. Reactant: [CH:1]1([CH:7]([O:20][CH3:21])[C:8]2[CH:13]=[CH:12][C:11]([C:14]([F:17])([F:16])[F:15])=[CH:10][C:9]=2[CH2:18][OH:19])[CH2:6][CH2:5][CH2:4][CH2:3][CH2:2]1.CC(OI1(OC(C)=O)(OC(C)=O)OC(=O)C2C=CC=CC1=2)=O.[OH-].[Na+]. (2) Reactant: CCCCCC.C([Li])CCC.CO[B:14]([O:17]C)[O:15]C.Cl.CCCCCC.Br[C:27]1[C:32]2[O:33][C:34]3[CH:39]=[CH:38][CH:37]=[CH:36][C:35]=3[C:31]=2[CH:30]=[CH:29][CH:28]=1. Product: [CH:30]1[C:31]2[C:35]3[CH:36]=[CH:37][CH:38]=[CH:39][C:34]=3[O:33][C:32]=2[C:27]([B:14]([OH:15])[OH:17])=[CH:28][CH:29]=1. The catalyst class is: 7. (3) Reactant: C(O[C:4](=[N:6][C:7](=O)[C:8]1[CH:13]=[CH:12][CH:11]=[CH:10][CH:9]=1)[CH3:5])C.[NH:15]([C:17]1[N:22]=[CH:21][C:20]([S:23]([NH2:26])(=[O:25])=[O:24])=[CH:19][CH:18]=1)[NH2:16].O. Product: [CH3:5][C:4]1[N:6]=[C:7]([C:8]2[CH:13]=[CH:12][CH:11]=[CH:10][CH:9]=2)[N:15]([C:17]2[N:22]=[CH:21][C:20]([S:23]([NH2:26])(=[O:24])=[O:25])=[CH:19][CH:18]=2)[N:16]=1. The catalyst class is: 98. (4) Reactant: Br[C:2]1[CH:7]=[CH:6][C:5]([Si:8]([CH3:11])([CH3:10])[CH3:9])=[CH:4][CH:3]=1.C([Li])CCC.[C:17](=[O:19])=[O:18]. Product: [CH3:9][Si:8]([CH3:11])([CH3:10])[C:5]1[CH:6]=[CH:7][C:2]([C:17]([OH:19])=[O:18])=[CH:3][CH:4]=1. The catalyst class is: 1. (5) Reactant: [Br:1][C:2]1[CH:7]=[CH:6][C:5]([CH2:8][CH2:9][OH:10])=[CH:4][CH:3]=1.[CH3:11][S:12](Cl)(=[O:14])=[O:13].O. Product: [CH3:11][S:12]([O:10][CH2:9][CH2:8][C:5]1[CH:6]=[CH:7][C:2]([Br:1])=[CH:3][CH:4]=1)(=[O:14])=[O:13]. The catalyst class is: 2. (6) Product: [F:1][C:2]([F:19])([F:20])[O:3][C:4]1[CH:18]=[CH:17][C:7]([O:8][C:9]2[CH:16]=[CH:15][C:12]([CH2:13][NH2:14])=[CH:11][CH:10]=2)=[CH:6][CH:5]=1. Reactant: [F:1][C:2]([F:20])([F:19])[O:3][C:4]1[CH:18]=[CH:17][C:7]([O:8][C:9]2[CH:16]=[CH:15][C:12]([C:13]#[N:14])=[CH:11][CH:10]=2)=[CH:6][CH:5]=1.C1COCC1.[H-].[Al+3].[Li+].[H-].[H-].[H-].[OH-].[Na+]. The catalyst class is: 97. (7) Reactant: [NH2:1][C:2]1[CH:3]=[C:4]2[C:8](=[CH:9][CH:10]=1)[NH:7][C:6]([C:11]([CH3:22])([CH3:21])[CH2:12][NH:13][C:14](=[O:20])[O:15][C:16]([CH3:19])([CH3:18])[CH3:17])=[CH:5]2.[O:23]1[C:27]2[CH:28]=[C:29]([C:32]3([C:35](O)=[O:36])[CH2:34][CH2:33]3)[CH:30]=[CH:31][C:26]=2[O:25][CH2:24]1.C(Cl)CCl.C1C=CC2N(O)N=NC=2C=1.CCN(CC)CC. Product: [O:25]1[C:26]2[CH:31]=[CH:30][C:29]([C:32]3([C:35]([NH:1][C:2]4[CH:3]=[C:4]5[C:8](=[CH:9][CH:10]=4)[NH:7][C:6]([C:11]([CH3:22])([CH3:21])[CH2:12][NH:13][C:14](=[O:20])[O:15][C:16]([CH3:17])([CH3:19])[CH3:18])=[CH:5]5)=[O:36])[CH2:33][CH2:34]3)=[CH:28][C:27]=2[O:23][CH2:24]1. The catalyst class is: 18.